Dataset: Peptide-MHC class II binding affinity with 134,281 pairs from IEDB. Task: Regression. Given a peptide amino acid sequence and an MHC pseudo amino acid sequence, predict their binding affinity value. This is MHC class II binding data. (1) The peptide sequence is LDIYQKLYIKQEEQK. The MHC is DRB1_0701 with pseudo-sequence DRB1_0701. The binding affinity (normalized) is 0. (2) The peptide sequence is IKEKGKDKWIELKES. The binding affinity (normalized) is 0.0441. The MHC is DRB1_1201 with pseudo-sequence DRB1_1201. (3) The peptide sequence is PAGVCPTIGVGGNFA. The MHC is HLA-DPA10201-DPB10501 with pseudo-sequence HLA-DPA10201-DPB10501. The binding affinity (normalized) is 0.0699. (4) The binding affinity (normalized) is 0.0843. The peptide sequence is DLQMVIAGAKSKFPR. The MHC is HLA-DQA10301-DQB10302 with pseudo-sequence HLA-DQA10301-DQB10302. (5) The peptide sequence is SGTVDFDEFMEMMTG. The MHC is DRB1_0405 with pseudo-sequence DRB1_0405. The binding affinity (normalized) is 0.221. (6) The peptide sequence is LIKEFSELYENLADS. The MHC is DRB1_0101 with pseudo-sequence DRB1_0101. The binding affinity (normalized) is 0.469. (7) The peptide sequence is DITVKNCVLKKSTNG. The MHC is DRB3_0101 with pseudo-sequence DRB3_0101. The binding affinity (normalized) is 0. (8) The peptide sequence is QEVEFIGYGKATLECKK. The MHC is DRB1_1301 with pseudo-sequence DRB1_1301. The binding affinity (normalized) is 0.470. (9) The peptide sequence is YDKFLPNVSTVLTGK. The MHC is DRB1_0404 with pseudo-sequence DRB1_0404. The binding affinity (normalized) is 0.423.